Task: Predict which catalyst facilitates the given reaction.. Dataset: Catalyst prediction with 721,799 reactions and 888 catalyst types from USPTO (1) Reactant: [NH2:1][CH:2]1[CH2:7][CH2:6][CH2:5][CH2:4][CH:3]1N.IC1C=C(C=CC=1)N.[O:17]1[CH2:21][CH2:20][NH:19][C:18]1=[O:22].C(=O)([O-])[O-].[K+].[K+]. Product: [NH2:1][C:2]1[CH:3]=[C:4]([N:19]2[CH2:20][CH2:21][O:17][C:18]2=[O:22])[CH:5]=[CH:6][CH:7]=1. The catalyst class is: 185. (2) Product: [N:1]1[CH:6]=[CH:5][CH:4]=[C:3]([CH2:7][NH:8][C:9](=[O:11])[CH3:10])[CH:2]=1. The catalyst class is: 6. Reactant: [N:1]1[CH:6]=[CH:5][CH:4]=[C:3]([CH2:7][NH2:8])[CH:2]=1.[C:9](OC(=O)C)(=[O:11])[CH3:10].